Task: Predict the reactants needed to synthesize the given product.. Dataset: Full USPTO retrosynthesis dataset with 1.9M reactions from patents (1976-2016) (1) Given the product [CH3:10][N:11]([CH2:2][CH:3]1[CH2:5][CH:4]1[CH3:9])[C:20]1[CH:21]=[C:22]([CH:26]=[C:27]([N:29]([CH3:34])[S:30]([CH3:33])(=[O:32])=[O:31])[N:28]=1)[C:23]([OH:25])=[O:24], predict the reactants needed to synthesize it. The reactants are: Cl[C:2]1[CH:3]=[C:4]([CH:9]=[C:10](Cl)[N:11]=1)[C:5](OC)=O.CNS(C)(=O)=O.Cl[C:20]1[CH:21]=[C:22]([CH:26]=[C:27]([N:29]([CH3:34])[S:30]([CH3:33])(=[O:32])=[O:31])[N:28]=1)[C:23]([OH:25])=[O:24]. (2) Given the product [Cl:1][C:2]1[N:7]=[C:6]([C:8]2[CH:25]=[CH:24][C:11]3[CH2:12][CH2:13][NH:14][CH2:15][CH2:16][C:10]=3[CH:9]=2)[C:5]([O:26][CH2:27][C:28]2[CH:33]=[C:32]([CH3:34])[CH:31]=[CH:30][N:29]=2)=[CH:4][CH:3]=1, predict the reactants needed to synthesize it. The reactants are: [Cl:1][C:2]1[N:7]=[C:6]([C:8]2[CH:25]=[CH:24][C:11]3[CH2:12][CH2:13][N:14](C(OC(C)(C)C)=O)[CH2:15][CH2:16][C:10]=3[CH:9]=2)[C:5]([O:26][CH2:27][C:28]2[CH:33]=[C:32]([CH3:34])[CH:31]=[CH:30][N:29]=2)=[CH:4][CH:3]=1.C(O)(C(F)(F)F)=O. (3) Given the product [CH:35]1([S:32]([C:29]2[N:28]=[CH:27][C:26]([CH:18]([O:19][CH:20]3[CH2:21][CH2:22][O:23][CH2:24][CH2:25]3)[C:17]([NH:16][C:14]3[S:15][C:11]([O:10][C:6]4[CH:5]=[C:4]([CH:9]=[CH:8][CH:7]=4)[C:3]([OH:41])=[O:2])=[CH:12][N:13]=3)=[O:40])=[CH:31][CH:30]=2)(=[O:33])=[O:34])[CH2:36][CH2:37][CH2:38][CH2:39]1, predict the reactants needed to synthesize it. The reactants are: C[O:2][C:3](=[O:41])[C:4]1[CH:9]=[CH:8][CH:7]=[C:6]([O:10][C:11]2[S:15][C:14]([NH:16][C:17](=[O:40])[CH:18]([C:26]3[CH:27]=[N:28][C:29]([S:32]([CH:35]4[CH2:39][CH2:38][CH2:37][CH2:36]4)(=[O:34])=[O:33])=[CH:30][CH:31]=3)[O:19][CH:20]3[CH2:25][CH2:24][O:23][CH2:22][CH2:21]3)=[N:13][CH:12]=2)[CH:5]=1.[Li+].[OH-]. (4) Given the product [CH3:1][C:2]([CH3:29])([O:4][C:5]([NH:7][C@@H:8]([CH2:14][C:15]1[CH:20]=[CH:19][C:18]([C:37]2[C:36]([O:46][CH3:47])=[CH:35][C:34]([CH2:33][O:32][CH2:30][CH3:31])=[CH:39][C:38]=2[O:40][CH3:41])=[CH:17][CH:16]=1)[C:9]([O:11][CH2:12][CH3:13])=[O:10])=[O:6])[CH3:3], predict the reactants needed to synthesize it. The reactants are: [CH3:1][C:2]([CH3:29])([O:4][C:5]([NH:7][C@@H:8]([CH2:14][C:15]1[CH:20]=[CH:19][C:18](OS(C(F)(F)F)(=O)=O)=[CH:17][CH:16]=1)[C:9]([O:11][CH2:12][CH3:13])=[O:10])=[O:6])[CH3:3].[CH2:30]([O:32][CH2:33][C:34]1[CH:39]=[C:38]([O:40][CH3:41])[C:37](OB(O)O)=[C:36]([O:46][CH3:47])[CH:35]=1)[CH3:31].C1(P(C2C=CC=CC=2)C2C=CC=CC=2)C=CC=CC=1.C(NC(C)C)(C)C. (5) Given the product [NH2:40][C:36]1[N:37]=[C:38]([CH3:39])[C:33]([CH2:32][NH:31][C:3]([C:5]2[CH:10]=[CH:9][N:8]=[C:7]([CH2:11][C:12]3[CH:13]=[C:14]4[C:19](=[C:20]([C:22]([OH:24])=[O:23])[CH:21]=3)[N:18]=[CH:17][C:16]([CH3:26])=[CH:15]4)[CH:6]=2)=[O:2])=[C:34]([CH3:41])[CH:35]=1, predict the reactants needed to synthesize it. The reactants are: C[O:2][C:3]([C:5]1[CH:10]=[CH:9][N:8]=[C:7]([CH2:11][C:12]2[CH:13]=[C:14]3[C:19](=[C:20]([C:22]([O:24]C)=[O:23])[CH:21]=2)[N:18]=[CH:17][C:16]([CH3:26])=[CH:15]3)[CH:6]=1)=O.O[Li].O.Cl.[NH2:31][CH2:32][C:33]1[C:34]([CH3:41])=[CH:35][C:36]([NH2:40])=[N:37][C:38]=1[CH3:39].CN(C(ON1N=NC2C=CC=NC1=2)=[N+](C)C)C.F[P-](F)(F)(F)(F)F.CCN(CC)CC. (6) The reactants are: [CH2:1]([C:8]1[O:9][C:10]([CH3:41])=[C:11]([CH3:40])[C:12]=1[C:13]([C:15]1[CH:34]=[CH:33][C:18]([O:19][S:20]([C:23]2[CH:31]=[CH:30][C:26]([C:27]([OH:29])=[O:28])=[C:25]([OH:32])[CH:24]=2)(=[O:22])=[O:21])=[C:17]([CH:35]2[CH2:39][CH2:38][CH2:37][CH2:36]2)[CH:16]=1)=[O:14])[C:2]1[CH:7]=[CH:6][CH:5]=[CH:4][CH:3]=1.[C:42](OC(=O)C)(=[O:44])[CH3:43].[I-].[Mg+2].[I-]. Given the product [C:42]([O:32][C:25]1[CH:24]=[C:23]([S:20]([O:19][C:18]2[CH:33]=[CH:34][C:15]([C:13]([C:12]3[C:11]([CH3:40])=[C:10]([CH3:41])[O:9][C:8]=3[CH2:1][C:2]3[CH:7]=[CH:6][CH:5]=[CH:4][CH:3]=3)=[O:14])=[CH:16][C:17]=2[CH:35]2[CH2:39][CH2:38][CH2:37][CH2:36]2)(=[O:22])=[O:21])[CH:31]=[CH:30][C:26]=1[C:27]([OH:29])=[O:28])(=[O:44])[CH3:43], predict the reactants needed to synthesize it. (7) Given the product [NH:9]([C:10]1[CH:15]=[C:14]([N:16]([CH3:18])[CH3:17])[CH:13]=[CH:12][N:11]=1)[NH2:8], predict the reactants needed to synthesize it. The reactants are: C1(C(C2C=CC=CC=2)=[N:8][NH:9][C:10]2[CH:15]=[C:14]([N:16]([CH3:18])[CH3:17])[CH:13]=[CH:12][N:11]=2)C=CC=CC=1.Cl.